This data is from Full USPTO retrosynthesis dataset with 1.9M reactions from patents (1976-2016). The task is: Predict the reactants needed to synthesize the given product. (1) Given the product [Cl:18][C:19]1[CH:20]=[C:21]([CH:30]=[CH:31][C:32]=1[Cl:33])[CH2:22][N:23]1[CH2:24][CH2:25][CH:26]([NH:29][C:14](=[O:16])[CH2:13][CH2:12][C:10]2[NH:9][N:8]=[C:7]([C:2]3[CH:3]=[CH:4][CH:5]=[CH:6][N:1]=3)[N:11]=2)[CH2:27][CH2:28]1, predict the reactants needed to synthesize it. The reactants are: [N:1]1[CH:6]=[CH:5][CH:4]=[CH:3][C:2]=1[C:7]1[N:11]=[C:10]([CH2:12][CH2:13][C:14]([OH:16])=O)[NH:9][N:8]=1.Cl.[Cl:18][C:19]1[CH:20]=[C:21]([CH:30]=[CH:31][C:32]=1[Cl:33])[CH2:22][N:23]1[CH2:28][CH2:27][CH:26]([NH2:29])[CH2:25][CH2:24]1.C(N(CC)CC)C.[OH-].[Na+]. (2) Given the product [CH2:1]([O:8][C@H:9]1[O:10][C@H:11]2[C@@H:12]([O:13][C@H:14]([C:17]3[CH:22]=[CH:21][CH:20]=[CH:19][CH:18]=3)[O:15][CH2:16]2)[C@H:23]([O:26][Si:36]([C:32]([CH3:35])([CH3:34])[CH3:33])([CH3:38])[CH3:37])[C@@H:24]1[OH:25])[C:2]1[CH:3]=[CH:4][CH:5]=[CH:6][CH:7]=1, predict the reactants needed to synthesize it. The reactants are: [CH2:1]([O:8][C@@H:9]1[C@@H:24]([OH:25])[C@@H:23]([OH:26])[C@@H:12]2[O:13][CH:14]([C:17]3[CH:22]=[CH:21][CH:20]=[CH:19][CH:18]=3)[O:15][CH2:16][C@H:11]2[O:10]1)[C:2]1[CH:7]=[CH:6][CH:5]=[CH:4][CH:3]=1.N1C=NCC=1.[C:32]([Si:36](Cl)([CH3:38])[CH3:37])([CH3:35])([CH3:34])[CH3:33]. (3) Given the product [OH:19][C:4]1[C:3]([NH:2][N:20]=[C:36]2[C:37](=[O:38])[N:33]([C:29]3[CH:28]=[C:27]4[C:32](=[CH:31][CH:30]=3)[CH2:24][CH2:25][CH2:26]4)[N:34]=[C:35]2[CH3:39])=[CH:8][C:7]([CH3:9])=[CH:6][C:5]=1[C:10]1[CH:15]=[CH:14][CH:13]=[C:12]([C:16]([OH:18])=[O:17])[CH:11]=1, predict the reactants needed to synthesize it. The reactants are: Cl.[NH2:2][C:3]1[C:4]([OH:19])=[C:5]([C:10]2[CH:15]=[CH:14][CH:13]=[C:12]([C:16]([OH:18])=[O:17])[CH:11]=2)[CH:6]=[C:7]([CH3:9])[CH:8]=1.[N:20]([O-])=O.[Na+].[CH2:24]1[C:32]2[C:27](=[CH:28][C:29]([N:33]3[C:37](=[O:38])[CH2:36][C:35]([CH3:39])=[N:34]3)=[CH:30][CH:31]=2)[CH2:26][CH2:25]1.C(=O)(O)[O-].[Na+].